From a dataset of Forward reaction prediction with 1.9M reactions from USPTO patents (1976-2016). Predict the product of the given reaction. (1) Given the reactants Cl.Cl.[O:3]1[C:7]2[CH:8]=[CH:9][CH:10]=[C:11]([CH:12]3[CH2:17][CH2:16][N:15]([CH2:18][CH2:19][C@H:20]4[CH2:25][CH2:24][C@H:23]([NH2:26])[CH2:22][CH2:21]4)[CH2:14][CH2:13]3)[C:6]=2[CH2:5][CH2:4]1.[CH3:27][S:28]([CH2:31][C:32](O)=[O:33])(=[O:30])=[O:29], predict the reaction product. The product is: [O:3]1[C:7]2[CH:8]=[CH:9][CH:10]=[C:11]([CH:12]3[CH2:17][CH2:16][N:15]([CH2:18][CH2:19][C@H:20]4[CH2:21][CH2:22][C@H:23]([NH:26][C:32](=[O:33])[CH2:31][S:28]([CH3:27])(=[O:30])=[O:29])[CH2:24][CH2:25]4)[CH2:14][CH2:13]3)[C:6]=2[CH2:5][CH2:4]1. (2) The product is: [CH3:21][S:18]([O:22][CH:14]1[CH2:15][CH2:16][O:8][CH:7]([C:6]2[N:2]([CH3:1])[N:3]=[C:4]([C:9]([F:10])([F:11])[F:12])[CH:5]=2)[CH2:13]1)(=[O:20])=[O:19]. Given the reactants [CH3:1][N:2]1[C:6]([CH:7]=[O:8])=[CH:5][C:4]([C:9]([F:12])([F:11])[F:10])=[N:3]1.[CH2:13](O)[CH2:14][CH:15]=[CH2:16].[S:18]([OH:22])([CH3:21])(=[O:20])=[O:19].C([O-])([O-])=O.[Na+].[Na+].CCOC(C)=O.O(C(C)C)C(C)C, predict the reaction product. (3) Given the reactants N.[O:2]([C:9]1[CH:14]=[CH:13][C:12]([CH2:15][C:16]#[N:17])=[CH:11][CH:10]=1)[C:3]1[CH:8]=[CH:7][CH:6]=[CH:5][CH:4]=1, predict the reaction product. The product is: [O:2]([C:9]1[CH:10]=[CH:11][C:12]([CH2:15][CH2:16][NH2:17])=[CH:13][CH:14]=1)[C:3]1[CH:8]=[CH:7][CH:6]=[CH:5][CH:4]=1.